Predict the reactants needed to synthesize the given product. From a dataset of Full USPTO retrosynthesis dataset with 1.9M reactions from patents (1976-2016). (1) Given the product [ClH:35].[NH2:22][CH2:21][C:7]1[N:8]([CH2:17][CH:18]([CH3:20])[CH3:19])[C:9](=[O:16])[C:10]2[C:15]([C:6]=1[O:5][CH2:1][CH2:2][CH2:3][CH3:4])=[CH:14][C:13](/[CH:11]=[CH:10]/[C:9]([NH2:8])=[O:16])=[CH:12][CH:11]=2, predict the reactants needed to synthesize it. The reactants are: [CH2:1]([O:5][CH:6]1[C:15]2[C:10](=[CH:11][CH:12]=[CH:13][CH:14]=2)[C:9](=[O:16])[N:8]([CH2:17][CH:18]([CH3:20])[CH3:19])[C:7]1(/C=C/C(N)=O)[CH2:21][NH:22]C(OC(C)(C)C)=O)[CH2:2][CH2:3][CH3:4].[ClH:35]. (2) Given the product [Cl:28][C:29]1[N:34]=[C:33]([CH:35]([C:2]2[C:3]([C:17]3[CH:22]=[CH:21][CH:20]=[CH:19][CH:18]=3)=[N:4][N:5]3[C:10]([Si:11]([CH3:14])([CH3:13])[CH3:12])=[C:9]([O:15][CH3:16])[CH:8]=[CH:7][C:6]=23)[OH:36])[CH:32]=[N:31][CH:30]=1, predict the reactants needed to synthesize it. The reactants are: Br[C:2]1[C:3]([C:17]2[CH:22]=[CH:21][CH:20]=[CH:19][CH:18]=2)=[N:4][N:5]2[C:10]([Si:11]([CH3:14])([CH3:13])[CH3:12])=[C:9]([O:15][CH3:16])[CH:8]=[CH:7][C:6]=12.C([Li])CCC.[Cl:28][C:29]1[N:34]=[C:33]([CH:35]=[O:36])[CH:32]=[N:31][CH:30]=1.[Cl-].[NH4+].